Dataset: Catalyst prediction with 721,799 reactions and 888 catalyst types from USPTO. Task: Predict which catalyst facilitates the given reaction. (1) The catalyst class is: 2. Reactant: [CH:1]1([CH2:6][CH:7]([C:11]2[CH:16]=[CH:15][C:14]([C:17]#[C:18][C:19]3([OH:25])[CH2:24][CH2:23][CH2:22][CH2:21][CH2:20]3)=[CH:13][CH:12]=2)[C:8](O)=[O:9])[CH2:5][CH2:4][CH2:3][CH2:2]1.F[P-](F)(F)(F)(F)F.N1(O[P+](N(C)C)(N(C)C)N(C)C)C2C=CC=CC=2N=N1.C(N(CC)CC)C.[NH2:60][C:61]1[S:62][CH:63]=[CH:64][N:65]=1. Product: [CH:1]1([CH2:6][CH:7]([C:11]2[CH:12]=[CH:13][C:14]([C:17]#[C:18][C:19]3([OH:25])[CH2:24][CH2:23][CH2:22][CH2:21][CH2:20]3)=[CH:15][CH:16]=2)[C:8]([NH:60][C:61]2[S:62][CH:63]=[CH:64][N:65]=2)=[O:9])[CH2:5][CH2:4][CH2:3][CH2:2]1. (2) Reactant: [CH2:1]([O:17][CH2:18][CH:19]([CH2:21][OH:22])[OH:20])[CH2:2][CH2:3][CH2:4][CH2:5][CH2:6][CH2:7][CH2:8][CH2:9][CH2:10][CH2:11][CH2:12][CH2:13][CH2:14][CH2:15][CH3:16].[C:23](O)(=O)[CH2:24][CH2:25][CH2:26][CH:27]=[CH2:28].[CH2:40]1[CH2:45][CH2:44][CH:43](N=C=N[CH:40]2[CH2:45][CH2:44][CH2:43][CH2:42][CH2:41]2)[CH2:42][CH2:41]1.P(=O)(O)(O)O.I([O-])(=O)(=O)=O.[Na+]. Product: [CH2:23]([C:44]([CH2:43][CH2:42][CH3:41])=[CH:45][CH2:40][CH:18]([O:17][CH:1]([CH2:2][CH:3]=[C:4]([CH2:5][CH2:6][CH2:7][CH2:8][CH2:9][CH2:10][CH2:11][CH2:12][CH2:13][CH2:14][CH2:15][CH2:16][CH2:1][CH2:2][CH2:3][CH3:4])[CH2:9][CH2:10][CH3:11])[CH:19]([CH2:18][OH:17])[OH:20])[CH:19]([CH2:21][OH:22])[OH:20])[CH2:24][CH2:25][CH2:26][CH2:27][CH2:28][CH2:28][CH2:27][CH2:26][CH2:25][CH2:24][CH2:23][CH2:8][CH2:7][CH2:6][CH3:5]. The catalyst class is: 4. (3) Reactant: [Cl:1][C:2]1[CH:7]=[CH:6][CH:5]=[CH:4][C:3]=1[C:8]1[CH:17]=[C:16]([O:18][CH:19]2[CH2:23][CH2:22][NH:21][CH2:20]2)[CH:15]=[C:14]2[C:9]=1[CH2:10][CH2:11][C:12](=[O:32])[N:13]2[C:24]1[C:29]([Cl:30])=[CH:28][CH:27]=[CH:26][C:25]=1[Cl:31].C=O.[C:35]([BH3-])#N.[Na+]. Product: [Cl:1][C:2]1[CH:7]=[CH:6][CH:5]=[CH:4][C:3]=1[C:8]1[CH:17]=[C:16]([O:18][CH:19]2[CH2:23][CH2:22][N:21]([CH3:35])[CH2:20]2)[CH:15]=[C:14]2[C:9]=1[CH2:10][CH2:11][C:12](=[O:32])[N:13]2[C:24]1[C:25]([Cl:31])=[CH:26][CH:27]=[CH:28][C:29]=1[Cl:30]. The catalyst class is: 5.